Dataset: Peptide-MHC class I binding affinity with 185,985 pairs from IEDB/IMGT. Task: Regression. Given a peptide amino acid sequence and an MHC pseudo amino acid sequence, predict their binding affinity value. This is MHC class I binding data. (1) The peptide sequence is QRSTLERTSKASLER. The MHC is HLA-B42:01 with pseudo-sequence HLA-B42:01. The binding affinity (normalized) is 0. (2) The peptide sequence is TAHLKRLWK. The MHC is HLA-A31:01 with pseudo-sequence HLA-A31:01. The binding affinity (normalized) is 0.0847.